Dataset: Full USPTO retrosynthesis dataset with 1.9M reactions from patents (1976-2016). Task: Predict the reactants needed to synthesize the given product. Given the product [C:28]([C:23]1[CH:24]=[CH:25][CH:26]=[CH:27][C:22]=1[C:19]1[CH:20]=[CH:21][C:16]([CH2:15][CH:5]([C:4](=[O:3])[CH2:11][CH2:12][CH3:13])[C:6]([O:8][CH2:9][CH3:10])=[O:7])=[CH:17][C:18]=1[F:30])#[N:29], predict the reactants needed to synthesize it. The reactants are: [H-].[Na+].[O:3]=[C:4]([CH2:11][CH2:12][CH3:13])[CH2:5][C:6]([O:8][CH2:9][CH3:10])=[O:7].Br[CH2:15][C:16]1[CH:21]=[CH:20][C:19]([C:22]2[C:23]([C:28]#[N:29])=[CH:24][CH:25]=[CH:26][CH:27]=2)=[C:18]([F:30])[CH:17]=1.Cl.